The task is: Predict the reaction yield, written as a fraction of the theoretical maximum amount of product (1.0 means a 100% yield; for example, 0.34 means a 34% yield).. This data is from Reaction yield outcomes from USPTO patents with 853,638 reactions. (1) The product is [Cl:1][C:2]1[CH:15]=[C:14](/[CH:16]=[CH:17]/[CH:19]([C:24]2[CH:25]=[C:26]([Cl:32])[C:27]([Cl:31])=[C:28]([Cl:30])[CH:29]=2)[C:20]([F:22])([F:21])[F:23])[CH:13]=[CH:12][C:3]=1[CH2:4][NH:5][C:6]1[CH:11]=[CH:10][CH:9]=[CH:8][N:7]=1. The catalyst is ClC1C=CC=CC=1Cl.Cl[Cu]. The reactants are [Cl:1][C:2]1[CH:15]=[C:14]([CH:16]=[CH2:17])[CH:13]=[CH:12][C:3]=1[CH2:4][NH:5][C:6]1[CH:11]=[CH:10][CH:9]=[CH:8][N:7]=1.Br[CH:19]([C:24]1[CH:25]=[C:26]([Cl:32])[C:27]([Cl:31])=[C:28]([Cl:30])[CH:29]=1)[C:20]([F:23])([F:22])[F:21].N1C=CC=CC=1C1C=CC=CN=1. The yield is 0.350. (2) The reactants are [F-].[K+].[C:3]([NH:6][C:7]1[CH:12]=[C:11](Cl)[N:10]=[C:9]([C:14]([O:16][CH3:17])=[O:15])[C:8]=1[Cl:18])(=[O:5])[CH3:4].CC1(C)COB([C:26]2[CH:31]=[CH:30][C:29]([Si:32]([CH3:40])([CH3:39])[C:33]3[CH:38]=[CH:37][CH:36]=[CH:35][CH:34]=3)=[C:28]([F:41])[C:27]=2[CH3:42])OC1.C(#N)C. The catalyst is C(Cl)Cl.O.C1C=CC(P(C2C=CC=CC=2)C2C=CC=CC=2)=CC=1.C1C=CC(P(C2C=CC=CC=2)C2C=CC=CC=2)=CC=1.Cl[Pd]Cl. The product is [C:3]([NH:6][C:7]1[CH:12]=[C:11]([C:26]2[CH:31]=[CH:30][C:29]([Si:32]([CH3:39])([CH3:40])[C:33]3[CH:38]=[CH:37][CH:36]=[CH:35][CH:34]=3)=[C:28]([F:41])[C:27]=2[CH3:42])[N:10]=[C:9]([C:14]([O:16][CH3:17])=[O:15])[C:8]=1[Cl:18])(=[O:5])[CH3:4]. The yield is 0.220. (3) The yield is 0.820. The product is [Cl:14][C:11]1[CH:12]=[CH:13][C:8]([C:5]2[S:6][CH:7]=[C:3]([CH2:2][C:15]#[N:16])[N:4]=2)=[CH:9][CH:10]=1. The reactants are Cl[CH2:2][C:3]1[N:4]=[C:5]([C:8]2[CH:13]=[CH:12][C:11]([Cl:14])=[CH:10][CH:9]=2)[S:6][CH:7]=1.[C-:15]#[N:16].[K+]. The catalyst is C(#N)C.C1OCCOCCOCCOCCOCCOC1. (4) The reactants are [Cl:1][C:2]1[CH:3]=[C:4]([CH:6]=[CH:7][C:8]=1[C:9](=[O:17])[C:10]1[CH:15]=[CH:14][C:13]([Cl:16])=[CH:12][CH:11]=1)[NH2:5].[CH3:18][CH:19]([C:25]([CH3:27])=O)[C:20](OCC)=[O:21].C1(C)C=CC(S(O)(=O)=O)=CC=1.ClC1C(C(=O)C2C=CC(Cl)=CC=2)=CC=C2C=1C(O)=C(C)C(C)=N2. The catalyst is C1(C)C(C)=CC=CC=1. The product is [Cl:1][C:2]1[CH:3]=[C:4]2[C:6]([C:20]([OH:21])=[C:19]([CH3:18])[C:25]([CH3:27])=[N:5]2)=[CH:7][C:8]=1[C:9](=[O:17])[C:10]1[CH:15]=[CH:14][C:13]([Cl:16])=[CH:12][CH:11]=1. The yield is 0.770. (5) The reactants are [Cl:1][C:2]1[C:3]([O:11][CH3:12])=[C:4]([NH2:10])[CH:5]=[CH:6][C:7]=1[O:8][CH3:9].[Br:13]N1C(=O)CCC1=O. The catalyst is C(Cl)Cl. The product is [Br:13][C:5]1[C:4]([NH2:10])=[C:3]([O:11][CH3:12])[C:2]([Cl:1])=[C:7]([O:8][CH3:9])[CH:6]=1. The yield is 0.310. (6) The reactants are F[C:2]1[CH:7]=[CH:6][C:5]([N:8]2[C:12]([C:13]([O:15][C:16]([CH3:19])([CH3:18])[CH3:17])=[O:14])=[CH:11][C:10]([CH:20]([CH3:22])[CH3:21])=[N:9]2)=[CH:4][C:3]=1[N+:23]([O-:25])=[O:24].[Li+].[OH-].OO.[O-:30]S([O-])(=S)=O.[Na+].[Na+]. The catalyst is C1COCC1.O.C(O)(=O)C. The product is [OH:30][C:2]1[CH:7]=[CH:6][C:5]([N:8]2[C:12]([C:13]([O:15][C:16]([CH3:19])([CH3:18])[CH3:17])=[O:14])=[CH:11][C:10]([CH:20]([CH3:22])[CH3:21])=[N:9]2)=[CH:4][C:3]=1[N+:23]([O-:25])=[O:24]. The yield is 0.370. (7) The reactants are [CH3:1][C:2]1[C:6]([CH2:7][S:8][CH2:9][C:10]([OH:12])=O)=[C:5]([CH3:13])[O:4][N:3]=1.[Cl:14][C:15]1[CH:16]=[CH:17][C:18]([CH3:27])=[C:19]([N:21]2[CH2:26][CH2:25][NH:24][CH2:23][CH2:22]2)[CH:20]=1.C(N(CC)CC)C.C(P1(=O)OP(CCC)(=O)OP(CCC)(=O)O1)CC. The catalyst is C(Cl)Cl. The product is [Cl:14][C:15]1[CH:16]=[CH:17][C:18]([CH3:27])=[C:19]([N:21]2[CH2:22][CH2:23][N:24]([C:10](=[O:12])[CH2:9][S:8][CH2:7][C:6]3[C:2]([CH3:1])=[N:3][O:4][C:5]=3[CH3:13])[CH2:25][CH2:26]2)[CH:20]=1. The yield is 0.999. (8) The reactants are [Cl:1][C:2]1[CH:3]=[CH:4][C:5]([C:23](OC)=[O:24])=[C:6]2[C:10]=1[N:9]=[C:8]1[N:11]([C:14]3[C:19]([CH3:20])=[CH:18][C:17]([Cl:21])=[CH:16][C:15]=3[Cl:22])[CH2:12][CH2:13][N:7]21.[BH4-].[Li+].[Cl-].[NH4+]. The catalyst is O1CCCC1. The product is [Cl:1][C:2]1[C:10]2[N:9]=[C:8]3[N:11]([C:14]4[C:19]([CH3:20])=[CH:18][C:17]([Cl:21])=[CH:16][C:15]=4[Cl:22])[CH2:12][CH2:13][N:7]3[C:6]=2[C:5]([CH2:23][OH:24])=[CH:4][CH:3]=1. The yield is 0.890. (9) The reactants are C(OC([NH:8][CH2:9][CH:10]1[CH2:15][CH2:14][N:13]([C:16]2[N:20]([CH3:21])[N:19]=[CH:18][C:17]=2[NH:22][C:23]([C:25]2[N:26]=[C:27](Br)[S:28][C:29]=2[NH:30]C(=O)OC(C)(C)C)=[O:24])[CH2:12][CH2:11]1)=O)CCC.[F:39][C:40]1[CH:41]=[CH:42][C:43]([OH:49])=[C:44](B(O)O)[CH:45]=1. No catalyst specified. The product is [NH2:30][C:29]1[S:28][C:27]([C:42]2[CH:41]=[C:40]([F:39])[CH:45]=[CH:44][C:43]=2[OH:49])=[N:26][C:25]=1[C:23]([NH:22][C:17]1[CH:18]=[N:19][N:20]([CH3:21])[C:16]=1[N:13]1[CH2:12][CH2:11][CH:10]([CH2:9][NH2:8])[CH2:15][CH2:14]1)=[O:24]. The yield is 0.200. (10) The reactants are [CH:1]1([C:7]2[C:8]3[CH:27]=[CH:26][C:25]([C:28]([O:30][CH3:31])=[O:29])=[CH:24][C:9]=3[N:10]3[C:16]=2[C:15]2[CH:17]=[CH:18][CH:19]=[C:20]([N+:21]([O-])=O)[C:14]=2[O:13][CH2:12][CH2:11]3)[CH2:6][CH2:5][CH2:4][CH2:3][CH2:2]1.[Cl-].[NH4+]. The catalyst is O1CCCC1.C(O)C.O. The product is [NH2:21][C:20]1[C:14]2[O:13][CH2:12][CH2:11][N:10]3[C:16](=[C:7]([CH:1]4[CH2:6][CH2:5][CH2:4][CH2:3][CH2:2]4)[C:8]4[CH:27]=[CH:26][C:25]([C:28]([O:30][CH3:31])=[O:29])=[CH:24][C:9]=43)[C:15]=2[CH:17]=[CH:18][CH:19]=1. The yield is 0.930.